The task is: Predict the reactants needed to synthesize the given product.. This data is from Full USPTO retrosynthesis dataset with 1.9M reactions from patents (1976-2016). (1) Given the product [CH3:12][O:11][C:4]1[CH:3]=[C:2]([B:16]2[O:17][C:18]([CH3:20])([CH3:19])[C:14]([CH3:30])([CH3:13])[O:15]2)[CH:7]=[CH:6][C:5]=1[C:8](=[O:10])[CH3:9], predict the reactants needed to synthesize it. The reactants are: Br[C:2]1[CH:7]=[CH:6][C:5]([C:8](=[O:10])[CH3:9])=[C:4]([O:11][CH3:12])[CH:3]=1.[CH3:13][C:14]1([CH3:30])[C:18]([CH3:20])([CH3:19])[O:17][B:16]([B:16]2[O:17][C:18]([CH3:20])([CH3:19])[C:14]([CH3:30])([CH3:13])[O:15]2)[O:15]1.C([O-])(=O)C.[K+]. (2) Given the product [Br:14][C:15]1[CH:24]=[C:19]([C:20]2[O:21][C:3]([C:2]([F:13])([F:12])[F:1])=[N:23][N:22]=2)[CH:18]=[N:17][CH:16]=1, predict the reactants needed to synthesize it. The reactants are: [F:1][C:2]([F:13])([F:12])[C:3](O[C:3](=O)[C:2]([F:13])([F:12])[F:1])=O.[Br:14][C:15]1[CH:16]=[N:17][CH:18]=[C:19]([CH:24]=1)[C:20]([NH:22][NH2:23])=[O:21]. (3) Given the product [Br:1][C:2]1[CH:3]=[C:4]([CH:8]=[O:9])[S:5][C:6]=1[S:24]([C:18]1[CH:23]=[CH:22][CH:21]=[CH:20][CH:19]=1)(=[O:26])=[O:25], predict the reactants needed to synthesize it. The reactants are: [Br:1][C:2]1[CH:3]=[C:4]([CH:8]=[O:9])[S:5][C:6]=1Br.N1C=CC=CC=1.O.O.[C:18]1([S:24]([O-:26])=[O:25])[CH:23]=[CH:22][CH:21]=[CH:20][CH:19]=1.[Na+].O. (4) Given the product [CH2:12]([O:19][C:20](=[O:23])[CH2:21][N:1]1[C:5]2=[CH:6][N:7]=[CH:8][CH:9]=[C:4]2[CH:3]=[CH:2]1)[C:13]1[CH:18]=[CH:17][CH:16]=[CH:15][CH:14]=1, predict the reactants needed to synthesize it. The reactants are: [NH:1]1[C:5]2=[CH:6][N:7]=[CH:8][CH:9]=[C:4]2[CH:3]=[CH:2]1.[H-].[Na+].[CH2:12]([O:19][C:20](=[O:23])[CH2:21]Br)[C:13]1[CH:18]=[CH:17][CH:16]=[CH:15][CH:14]=1.[NH4+].[Cl-]. (5) The reactants are: [CH3:1][C:2]1[C:7]2[NH:8][C:9](=[O:12])[CH2:10][O:11][C:6]=2[CH:5]=[CH:4][CH:3]=1.[Br:13]N1C(=O)CCC1=O. Given the product [Br:13][C:3]1[CH:4]=[CH:5][C:6]2[O:11][CH2:10][C:9](=[O:12])[NH:8][C:7]=2[C:2]=1[CH3:1], predict the reactants needed to synthesize it. (6) Given the product [OH:8][C@:6]1([C:15]2[S:14][CH:18]=[CH:17][N:16]=2)[CH2:5][CH2:4][C@H:3]([C:9]([O:11][CH3:12])=[O:10])[C:2]([CH3:13])([CH3:1])[CH2:7]1, predict the reactants needed to synthesize it. The reactants are: [CH3:1][C:2]1([CH3:13])[CH2:7][C:6](=[O:8])[CH2:5][CH2:4][C@@H:3]1[C:9]([O:11][CH3:12])=[O:10].[S:14]1[CH:18]=[CH:17][N:16]=[CH:15]1.B(F)(F)F.[OH-].[Na+].